From a dataset of Catalyst prediction with 721,799 reactions and 888 catalyst types from USPTO. Predict which catalyst facilitates the given reaction. Reactant: C(O[C:6](=O)[NH:7][C:8]1[C:9]([C:24]2[CH:29]=[CH:28][C:27]([F:30])=[CH:26][C:25]=2[CH3:31])=[C:10]2[CH:16]=[N:15][N:14]([CH2:17][C:18]3[CH:23]=[CH:22][CH:21]=[CH:20][CH:19]=3)[C:11]2=[N:12][CH:13]=1)(C)(C)C.[H-].[Na+].IC. Product: [CH2:17]([N:14]1[C:11]2=[N:12][CH:13]=[C:8]([NH:7][CH3:6])[C:9]([C:24]3[CH:29]=[CH:28][C:27]([F:30])=[CH:26][C:25]=3[CH3:31])=[C:10]2[CH:16]=[N:15]1)[C:18]1[CH:23]=[CH:22][CH:21]=[CH:20][CH:19]=1. The catalyst class is: 3.